From a dataset of Full USPTO retrosynthesis dataset with 1.9M reactions from patents (1976-2016). Predict the reactants needed to synthesize the given product. (1) Given the product [CH:1]1([C:4]([N:6]2[CH2:11][CH2:10][N:9]([C:12]([C:14]3[CH:19]=[CH:18][C:17]([CH:20]4[NH:21][C:22]5[C:27]6[C:28](=[N:42][NH:43][C:37](=[O:39])[C:26]=6[CH:25]=[CH:24][CH:23]=5)[CH:29]4[C:30]4[CH:35]=[CH:34][CH:33]=[CH:32][CH:31]=4)=[CH:16][CH:15]=3)=[O:13])[CH2:8][CH2:7]2)=[O:5])[CH2:3][CH2:2]1, predict the reactants needed to synthesize it. The reactants are: [CH:1]1([C:4]([N:6]2[CH2:11][CH2:10][N:9]([C:12]([C:14]3[CH:19]=[CH:18][C:17]([CH:20]4[CH:29]([C:30]5[CH:35]=[CH:34][CH:33]=[CH:32][CH:31]=5)[C:28](=O)[C:27]5[C:26]([C:37]([O:39]C)=O)=[CH:25][CH:24]=[CH:23][C:22]=5[NH:21]4)=[CH:16][CH:15]=3)=[O:13])[CH2:8][CH2:7]2)=[O:5])[CH2:3][CH2:2]1.O.[NH2:42][NH2:43]. (2) Given the product [Cl:1][C:2]1[C:7]2[CH:8]([CH3:11])[CH2:9][O:10][C:6]=2[C:5]([C@H:12]2[C@H:17]([OH:18])[C@@H:16]([OH:26])[C@H:15]([OH:34])[C@@H:14]([CH2:42][OH:43])[O:13]2)=[CH:4][C:3]=1[CH2:51][C:52]1[CH:53]=[CH:54][C:55]([O:58][CH2:59][CH3:60])=[CH:56][CH:57]=1, predict the reactants needed to synthesize it. The reactants are: [Cl:1][C:2]1[C:7]2[CH:8]([CH3:11])[CH2:9][O:10][C:6]=2[C:5]([CH:12]2[C@H:17]([O:18]CC3C=CC=CC=3)[C@@H:16]([O:26]CC3C=CC=CC=3)[C@H:15]([O:34]CC3C=CC=CC=3)[C@@H:14]([CH2:42][O:43]CC3C=CC=CC=3)[O:13]2)=[CH:4][C:3]=1[CH2:51][C:52]1[CH:57]=[CH:56][C:55]([O:58][CH2:59][CH3:60])=[CH:54][CH:53]=1. (3) Given the product [O:31]([C:28]1[CH:29]=[CH:30][C:25]([O:24][C:18]2[N:17]=[CH:16][C:15]([NH:14][CH:11]3[CH2:10][CH2:9][NH:8][CH2:13][CH2:12]3)=[CH:20][C:19]=2[C:21]([NH2:22])=[O:23])=[CH:26][CH:27]=1)[C:32]1[CH:33]=[CH:34][CH:35]=[CH:36][CH:37]=1, predict the reactants needed to synthesize it. The reactants are: C(OC([N:8]1[CH2:13][CH2:12][CH:11]([NH:14][C:15]2[CH:16]=[N:17][C:18]([O:24][C:25]3[CH:30]=[CH:29][C:28]([O:31][C:32]4[CH:37]=[CH:36][CH:35]=[CH:34][CH:33]=4)=[CH:27][CH:26]=3)=[C:19]([C:21](=[O:23])[NH2:22])[CH:20]=2)[CH2:10][CH2:9]1)=O)(C)(C)C.Cl. (4) Given the product [Si:11]([O:28][CH2:29][C:30]1[CH:31]=[C:32]([CH:35]=[CH:36][CH:37]=1)[CH:33]=[C:6]1[C:7](=[O:8])[O:9][C:2]([CH3:10])([CH3:1])[O:3][C:4]1=[O:5])([C:24]([CH3:27])([CH3:25])[CH3:26])([C:12]1[CH:17]=[CH:16][CH:15]=[CH:14][CH:13]=1)[C:18]1[CH:19]=[CH:20][CH:21]=[CH:22][CH:23]=1, predict the reactants needed to synthesize it. The reactants are: [CH3:1][C:2]1([CH3:10])[O:9][C:7](=[O:8])[CH2:6][C:4](=[O:5])[O:3]1.[Si:11]([O:28][CH2:29][C:30]1[CH:31]=[C:32]([CH:35]=[CH:36][CH:37]=1)[CH:33]=O)([C:24]([CH3:27])([CH3:26])[CH3:25])([C:18]1[CH:23]=[CH:22][CH:21]=[CH:20][CH:19]=1)[C:12]1[CH:17]=[CH:16][CH:15]=[CH:14][CH:13]=1.N1C=CC=CC=1.O. (5) Given the product [NH2:8][CH2:9][CH2:10][CH2:11][NH:12][C:13]1[C:22]([C:23]([OH:25])=[O:24])=[CH:21][C:20]2[C:15](=[CH:16][C:17]([O:26][CH3:27])=[CH:18][CH:19]=2)[N:14]=1, predict the reactants needed to synthesize it. The reactants are: C(OC([NH:8][CH2:9][CH2:10][CH2:11][NH:12][C:13]1[C:22]([C:23]([OH:25])=[O:24])=[CH:21][C:20]2[C:15](=[CH:16][C:17]([O:26][CH3:27])=[CH:18][CH:19]=2)[N:14]=1)=O)(C)(C)C. (6) Given the product [C:9]1([CH2:15][CH2:16][O:17][CH2:18][CH2:19][C:20]([N:1]2[CH2:8][CH2:7][CH2:6][C@H:2]2[C:3]([NH2:5])=[O:4])=[O:21])[CH:14]=[CH:13][CH:12]=[CH:11][CH:10]=1, predict the reactants needed to synthesize it. The reactants are: [NH:1]1[CH2:8][CH2:7][CH2:6][C@H:2]1[C:3]([NH2:5])=[O:4].[C:9]1([CH2:15][CH2:16][O:17][CH2:18][CH2:19][C:20](O)=[O:21])[CH:14]=[CH:13][CH:12]=[CH:11][CH:10]=1.CN(C(ON1N=NC2C=CC=NC1=2)=[N+](C)C)C.F[P-](F)(F)(F)(F)F.O.